Dataset: Peptide-MHC class I binding affinity with 185,985 pairs from IEDB/IMGT. Task: Regression. Given a peptide amino acid sequence and an MHC pseudo amino acid sequence, predict their binding affinity value. This is MHC class I binding data. (1) The binding affinity (normalized) is 0.0717. The MHC is HLA-B53:01 with pseudo-sequence HLA-B53:01. The peptide sequence is IIPFIAYFV. (2) The peptide sequence is KAYKIISLK. The MHC is HLA-A31:01 with pseudo-sequence HLA-A31:01. The binding affinity (normalized) is 0.738. (3) The peptide sequence is AFKNNLSRFI. The MHC is H-2-Db with pseudo-sequence H-2-Db. The binding affinity (normalized) is 0. (4) The peptide sequence is STFYYNLL. The MHC is H-2-Db with pseudo-sequence H-2-Db. The binding affinity (normalized) is 0.114. (5) The peptide sequence is CFTSLVWAPLILA. The MHC is HLA-A68:01 with pseudo-sequence HLA-A68:01. The binding affinity (normalized) is 0.139. (6) The peptide sequence is LQDIVNEHDI. The MHC is HLA-A29:02 with pseudo-sequence HLA-A29:02. The binding affinity (normalized) is 0. (7) The peptide sequence is KGRVGRVNP. The MHC is HLA-A24:02 with pseudo-sequence HLA-A24:02. The binding affinity (normalized) is 0.151.